This data is from Forward reaction prediction with 1.9M reactions from USPTO patents (1976-2016). The task is: Predict the product of the given reaction. (1) Given the reactants O.[NH2:2][NH2:3].[CH2:4]([O:6][C:7](=[O:19])[C:8](=O)[CH2:9][C:10](=O)[CH2:11][CH2:12][CH:13]=[C:14]([CH3:16])[CH3:15])[CH3:5], predict the reaction product. The product is: [CH2:4]([O:6][C:7]([C:8]1[CH:9]=[C:10]([CH2:11][CH2:12][CH:13]=[C:14]([CH3:16])[CH3:15])[NH:3][N:2]=1)=[O:19])[CH3:5]. (2) Given the reactants [CH2:1]([NH:3][C:4]1[C:9]([CH:10]=O)=[CH:8][N:7]=[C:6]2[NH:12][CH:13]=[CH:14][C:5]=12)[CH3:2].C(O[C:18](=[O:30])[C:19]1[CH:24]=[C:23]([O:25][CH3:26])[CH:22]=[C:21]([CH2:27][C:28]#[N:29])[CH:20]=1)C.N1CCCCC1.[CH2:37]([OH:39])[CH3:38], predict the reaction product. The product is: [CH2:37]([O:39][C:18](=[O:30])[C:19]1[CH:24]=[C:23]([O:25][CH3:26])[CH:22]=[C:21]([C:27]2[C:28](=[NH:29])[N:3]([CH2:1][CH3:2])[C:4]3[C:9](=[CH:8][N:7]=[C:6]4[NH:12][CH:13]=[CH:14][C:5]4=3)[CH:10]=2)[CH:20]=1)[CH3:38]. (3) Given the reactants [NH2:1][C:2]1[N:7]=[CH:6][N:5]=[C:4]2[N:8]([CH:12]([C:14]3[O:15][C:16]4[C:21]([C:22](=[O:31])[C:23]=3[C:24]3[CH:29]=[CH:28][CH:27]=[C:26]([F:30])[CH:25]=3)=[CH:20][CH:19]=[CH:18][CH:17]=4)[CH3:13])[N:9]=[C:10](I)[C:3]=12.[C:32]([NH:35][C:36]1[CH:41]=[CH:40][C:39](B(O)O)=[CH:38][CH:37]=1)(=[O:34])[CH3:33].C(=O)([O-])[O-].[Na+].[Na+].ClCCl, predict the reaction product. The product is: [NH2:1][C:2]1[N:7]=[CH:6][N:5]=[C:4]2[N:8]([CH:12]([C:14]3[O:15][C:16]4[C:21]([C:22](=[O:31])[C:23]=3[C:24]3[CH:29]=[CH:28][CH:27]=[C:26]([F:30])[CH:25]=3)=[CH:20][CH:19]=[CH:18][CH:17]=4)[CH3:13])[N:9]=[C:10]([C:39]3[CH:40]=[CH:41][C:36]([NH:35][C:32](=[O:34])[CH3:33])=[CH:37][CH:38]=3)[C:3]=12. (4) Given the reactants [F:1][C:2]([F:7])([F:6])[C:3]([OH:5])=[O:4].[F:8][C:9]([F:14])([F:13])[C:10]([OH:12])=[O:11].[Cl:15][C:16]1[CH:17]=[C:18]([CH:21]=[C:22]([O:24][C:25]2[C:33]3[N:32]=[CH:31][N:30]([CH2:34][C:35]4[C:43]5[C:38](=[N:39][C:40]([NH:44]CC6C=CC(OC)=CC=6)=[CH:41][CH:42]=5)[N:37](CC5C=CC(OC)=CC=5)[N:36]=4)[C:29]=3[CH:28]=[CH:27][C:26]=2[Cl:63])[CH:23]=1)[C:19]#[N:20], predict the reaction product. The product is: [F:1][C:2]([F:7])([F:6])[C:3]([OH:5])=[O:4].[F:8][C:9]([F:14])([F:13])[C:10]([OH:12])=[O:11].[NH2:44][C:40]1[N:39]=[C:38]2[NH:37][N:36]=[C:35]([CH2:34][N:30]3[C:29]4[CH:28]=[CH:27][C:26]([Cl:63])=[C:25]([O:24][C:22]5[CH:21]=[C:18]([CH:17]=[C:16]([Cl:15])[CH:23]=5)[C:19]#[N:20])[C:33]=4[N:32]=[CH:31]3)[C:43]2=[CH:42][CH:41]=1.